This data is from Full USPTO retrosynthesis dataset with 1.9M reactions from patents (1976-2016). The task is: Predict the reactants needed to synthesize the given product. The reactants are: ClC1C=C(C=CC=1Cl)OC1CCN(S(C2C(C)=NN(C)C=2C)(=O)=O)CC1.[CH3:27][N:28]1[C:32]([CH3:33])=[C:31]([S:34](Cl)(=[O:36])=[O:35])[C:30]([CH3:38])=[N:29]1.Cl.[Cl:40][C:41]1[CH:54]=[CH:53][C:44]([CH2:45][C:46]2([F:52])[CH2:51][CH2:50][NH:49][CH2:48][CH2:47]2)=[C:43]([F:55])[CH:42]=1. Given the product [Cl:40][C:41]1[CH:54]=[CH:53][C:44]([CH2:45][C:46]2([F:52])[CH2:47][CH2:48][N:49]([S:34]([C:31]3[C:30]([CH3:38])=[N:29][N:28]([CH3:27])[C:32]=3[CH3:33])(=[O:36])=[O:35])[CH2:50][CH2:51]2)=[C:43]([F:55])[CH:42]=1, predict the reactants needed to synthesize it.